Dataset: Reaction yield outcomes from USPTO patents with 853,638 reactions. Task: Predict the reaction yield, written as a fraction of the theoretical maximum amount of product (1.0 means a 100% yield; for example, 0.34 means a 34% yield). (1) The reactants are Br[CH2:2][C:3]1[C:11]2[O:10][CH:9]=[CH:8][C:7]=2[CH:6]=[C:5]([N+:12]([O-:14])=[O:13])[CH:4]=1.[CH3:15][CH:16]1[CH2:21][NH:20][CH2:19][CH2:18][NH:17]1. No catalyst specified. The product is [CH3:15][CH:16]1[NH:17][CH2:18][CH2:19][N:20]([CH2:2][C:3]2[C:11]3[O:10][CH:9]=[CH:8][C:7]=3[CH:6]=[C:5]([N+:12]([O-:14])=[O:13])[CH:4]=2)[CH2:21]1. The yield is 0.870. (2) The reactants are [CH2:1]1[CH2:6][C@H:5]([C:7]([OH:9])=[O:8])[CH2:4][CH2:3][C@H:2]1[CH2:10][NH2:11].Cl[Si](C)(C)C.CN1CCOCC1.Cl[CH:25]([O:27][C:28](Cl)=[O:29])[CH3:26].[C:31]([OH:34])(=[O:33])[CH3:32]. The catalyst is ClCCl. The product is [C:31]([O:34][CH:25]([O:27][C:28]([NH:11][CH2:10][C@H:2]1[CH2:3][CH2:4][C@H:5]([C:7]([OH:9])=[O:8])[CH2:6][CH2:1]1)=[O:29])[CH3:26])(=[O:33])[CH3:32]. The yield is 0.220. (3) The reactants are [F:1][C:2]1[CH:3]=[C:4]2[C:9](=[CH:10][CH:11]=1)[CH:8]=[N:7][C:6]([NH:12][C:13](=[O:35])[O:14][CH2:15][C@@H:16]([N:21]([CH3:34])[C:22]([NH:24][CH2:25][C:26]1[CH:31]=[CH:30][CH:29]=[C:28]([F:32])[C:27]=1[Cl:33])=[O:23])[CH2:17][CH2:18][CH2:19][NH2:20])=[CH:5]2.[C:36]([O:40][C:41]([NH:43][CH2:44][C:45](O)=[O:46])=[O:42])([CH3:39])([CH3:38])[CH3:37].CN(C(ON1N=NC2C=CC=CC1=2)=[N+](C)C)C.F[P-](F)(F)(F)(F)F.CCN(C(C)C)C(C)C. The catalyst is CN(C=O)C. The product is [C:36]([O:40][C:41]([NH:43][CH2:44][C:45]([NH:20][CH2:19][CH2:18][CH2:17][C@H:16]([N:21]([CH3:34])[C:22]([NH:24][CH2:25][C:26]1[CH:31]=[CH:30][CH:29]=[C:28]([F:32])[C:27]=1[Cl:33])=[O:23])[CH2:15][O:14][C:13](=[O:35])[NH:12][C:6]1[N:7]=[CH:8][C:9]2[C:4]([CH:5]=1)=[CH:3][C:2]([F:1])=[CH:11][CH:10]=2)=[O:46])=[O:42])([CH3:39])([CH3:38])[CH3:37]. The yield is 0.830. (4) The reactants are [CH3:1][O:2][C:3]1[CH:4]=[C:5]([CH:9]=[CH:10][C:11]=1[O:12][CH3:13])[C:6](Cl)=[O:7].[CH2:14]([C:16]1[CH:21]=[CH:20][CH:19]=[CH:18][C:17]=1[CH2:22][CH3:23])[CH3:15].[Cl-].[Al+3].[Cl-].[Cl-].COC1C=C(C(C2C=CC(OC)=CC=2)=CC#N)C=CC=1OC. No catalyst specified. The product is [CH2:14]([C:16]1[CH:21]=[C:20]([C:6]([C:5]2[CH:9]=[CH:10][C:11]([O:12][CH3:13])=[C:3]([O:2][CH3:1])[CH:4]=2)=[O:7])[CH:19]=[CH:18][C:17]=1[CH2:22][CH3:23])[CH3:15]. The yield is 0.410. (5) The catalyst is CCOC(C)=O.CN(C=O)C. The product is [NH:21]1[CH:25]=[CH:24][N:23]=[C:22]1[C:26]1[C:34]2[C:29](=[N:30][CH:31]=[CH:32][CH:33]=2)[N:28]([CH2:35][C:36]([N:17]2[CH2:18][CH2:19][N:14]([C:9]3[CH:10]=[CH:11][C:12]([Cl:13])=[C:7]([O:6][CH2:5][CH2:4][F:3])[CH:8]=3)[CH2:15][C@@H:16]2[CH3:20])=[O:37])[N:27]=1. The reactants are Cl.Cl.[F:3][CH2:4][CH2:5][O:6][C:7]1[CH:8]=[C:9]([N:14]2[CH2:19][CH2:18][NH:17][C@@H:16]([CH3:20])[CH2:15]2)[CH:10]=[CH:11][C:12]=1[Cl:13].[NH:21]1[CH:25]=[CH:24][N:23]=[C:22]1[C:26]1[C:34]2[C:29](=[N:30][CH:31]=[CH:32][CH:33]=2)[N:28]([CH2:35][C:36](O)=[O:37])[N:27]=1.CN(C(ON1N=NC2C=CC=CC1=2)=[N+](C)C)C.F[P-](F)(F)(F)(F)F.CCN(C(C)C)C(C)C. The yield is 0.130.